From a dataset of Full USPTO retrosynthesis dataset with 1.9M reactions from patents (1976-2016). Predict the reactants needed to synthesize the given product. (1) The reactants are: [CH3:1][C:2]1[N:3](C(OCC(C)C)=O)[C:4]2[C:5]([N:21]=1)=[N:6][CH:7]=[C:8]([C:10]1[CH:11]=[CH:12][C:13]3[O:19][CH2:18][CH2:17][NH:16][CH2:15][C:14]=3[CH:20]=1)[CH:9]=2.[N:29]([CH2:32][C:33]1[N:42]=[C:41](Cl)[C:40]2[CH2:39][C:38]([CH3:45])([CH3:44])[CH2:37][CH2:36][C:35]=2[N:34]=1)=[N+]=[N-].[N-]=[N+]=[N-]. Given the product [CH3:44][C:38]1([CH3:45])[CH2:37][CH2:36][C:35]2[N:34]=[C:33]([CH2:32][NH2:29])[N:42]=[C:41]([N:16]3[CH2:15][C:14]4[CH:20]=[C:10]([C:8]5[CH:9]=[C:4]6[NH:3][C:2]([CH3:1])=[N:21][C:5]6=[N:6][CH:7]=5)[CH:11]=[CH:12][C:13]=4[O:19][CH2:18][CH2:17]3)[C:40]=2[CH2:39]1, predict the reactants needed to synthesize it. (2) Given the product [OH:1][C:2]1[C:3](=[O:19])[CH:4]=[C:5]([CH2:8][NH:9][S:10]([C:13]2[CH:14]=[CH:15][CH:16]=[CH:17][CH:18]=2)(=[O:12])=[O:11])[O:6][C:7]=1[CH2:20][OH:21], predict the reactants needed to synthesize it. The reactants are: [OH:1][C:2]1[C:3](=[O:19])[CH:4]=[C:5]([CH2:8][NH:9][S:10]([C:13]2[CH:18]=[CH:17][CH:16]=[CH:15][CH:14]=2)(=[O:12])=[O:11])[O:6][CH:7]=1.[CH2:20]=[O:21].[OH-].[Na+].